This data is from Catalyst prediction with 721,799 reactions and 888 catalyst types from USPTO. The task is: Predict which catalyst facilitates the given reaction. (1) Reactant: C[O:2][C:3]([C:5]1[O:6][C:7]([CH3:24])=[C:8]([CH2:10][NH:11][C:12]2[CH:17]=[CH:16][C:15]([C:18]3[CH:23]=[CH:22][CH:21]=[CH:20][CH:19]=3)=[CH:14][CH:13]=2)[CH:9]=1)=[O:4]. Product: [C:15]1([C:18]2[CH:23]=[CH:22][CH:21]=[CH:20][CH:19]=2)[CH:14]=[CH:13][C:12]([NH:11][CH2:10][C:8]2[CH:9]=[C:5]([C:3]([OH:4])=[O:2])[O:6][C:7]=2[CH3:24])=[CH:17][CH:16]=1. The catalyst class is: 7. (2) Reactant: [Cl:1][C:2]1[N:7]=[CH:6][C:5]([C:8]2[CH:9]=[CH:10][C:11]3[N:12]=[CH:13][N:14]=[C:15]([NH:18][CH:19]4[CH2:24][CH2:23][N:22](C(OC(C)(C)C)=O)[CH2:21][CH2:20]4)[C:16]=3[N:17]=2)=[CH:4][C:3]=1[NH:32][S:33]([C:36]1[CH:41]=[CH:40][C:39]([F:42])=[CH:38][C:37]=1[F:43])(=[O:35])=[O:34].Cl. The catalyst class is: 2. Product: [ClH:1].[Cl:1][C:2]1[C:3]([NH:32][S:33]([C:36]2[CH:41]=[CH:40][C:39]([F:42])=[CH:38][C:37]=2[F:43])(=[O:34])=[O:35])=[CH:4][C:5]([C:8]2[CH:9]=[CH:10][C:11]3[N:12]=[CH:13][N:14]=[C:15]([NH:18][CH:19]4[CH2:24][CH2:23][NH:22][CH2:21][CH2:20]4)[C:16]=3[N:17]=2)=[CH:6][N:7]=1. (3) Product: [CH2:10]([O:9][C:8]([NH:7][C@H:3]1[CH2:4][CH2:5][CH2:6][C@@H:2]1[O:1][CH2:19][C:20]([O:22][C:23]([CH3:26])([CH3:25])[CH3:24])=[O:21])=[O:17])[C:11]1[CH:16]=[CH:15][CH:14]=[CH:13][CH:12]=1. Reactant: [OH:1][C@H:2]1[CH2:6][CH2:5][CH2:4][C@@H:3]1[NH:7][C:8](=[O:17])[O:9][CH2:10][C:11]1[CH:16]=[CH:15][CH:14]=[CH:13][CH:12]=1.Br[CH2:19][C:20]([O:22][C:23]([CH3:26])([CH3:25])[CH3:24])=[O:21].[OH-].[Na+]. The catalyst class is: 48. (4) Reactant: Cl.[F:2][CH:3]1[CH2:6][NH:5][CH2:4]1.[C:7]([O:11][C:12]([NH:14][C:15]1[O:23][C:22]2[C:17](=[N:18][CH:19]=[C:20]([CH:24]=O)[CH:21]=2)[C:16]=1[C:26]([NH:28][C:29]1[CH:30]=[N:31][CH:32]=[CH:33][C:34]=1[N:35]1[CH2:40][C@H:39]([C:41]([F:44])([F:43])[F:42])[CH2:38][C@H:37]([NH:45][C:46](=[O:52])[O:47][C:48]([CH3:51])([CH3:50])[CH3:49])[CH2:36]1)=[O:27])=[O:13])([CH3:10])([CH3:9])[CH3:8].CCN(C(C)C)C(C)C.C(O[BH-](OC(=O)C)OC(=O)C)(=O)C.[Na+]. Product: [C:7]([O:11][C:12]([NH:14][C:15]1[O:23][C:22]2[C:17](=[N:18][CH:19]=[C:20]([CH2:24][N:5]3[CH2:6][CH:3]([F:2])[CH2:4]3)[CH:21]=2)[C:16]=1[C:26]([NH:28][C:29]1[CH:30]=[N:31][CH:32]=[CH:33][C:34]=1[N:35]1[CH2:40][C@H:39]([C:41]([F:43])([F:42])[F:44])[CH2:38][C@H:37]([NH:45][C:46](=[O:52])[O:47][C:48]([CH3:51])([CH3:50])[CH3:49])[CH2:36]1)=[O:27])=[O:13])([CH3:9])([CH3:10])[CH3:8]. The catalyst class is: 26. (5) Reactant: [Br:1][C:2]1[C:3]([CH2:15][CH3:16])=[C:4]([CH:8]=[C:9]2[CH2:14][CH2:13][NH:12][CH2:11][CH2:10]2)[CH:5]=[CH:6][CH:7]=1.C(=O)([O-])[O-].[K+].[K+].Br[CH2:24][C:25]([O:27][CH2:28][CH3:29])=[O:26]. Product: [Br:1][C:2]1[C:3]([CH2:15][CH3:16])=[C:4]([CH:8]=[C:9]2[CH2:10][CH2:11][N:12]([CH2:24][C:25]([O:27][CH2:28][CH3:29])=[O:26])[CH2:13][CH2:14]2)[CH:5]=[CH:6][CH:7]=1. The catalyst class is: 42. (6) Reactant: [F:1][C:2]1[CH:10]=[CH:9][C:5]([C:6](O)=[O:7])=[C:4]([OH:11])[CH:3]=1.S(Cl)([Cl:14])=O.CN(C)C=O. Product: [F:1][C:2]1[CH:10]=[CH:9][C:5]([C:6]([Cl:14])=[O:7])=[C:4]([OH:11])[CH:3]=1. The catalyst class is: 194. (7) Reactant: [Cl:1][C:2]1[CH:7]=[CH:6][N:5]=[C:4]2[N:8](S(C3C=CC(C)=CC=3)(=O)=O)[C:9]([C:11]3[C:15]4=[N:16][C:17]([O:22][CH3:23])=[C:18]([O:20][CH3:21])[CH:19]=[C:14]4[N:13]([CH3:24])[CH:12]=3)=[CH:10][C:3]=12.CO. Product: [Cl:1][C:2]1[CH:7]=[CH:6][N:5]=[C:4]2[NH:8][C:9]([C:11]3[C:15]4=[N:16][C:17]([O:22][CH3:23])=[C:18]([O:20][CH3:21])[CH:19]=[C:14]4[N:13]([CH3:24])[CH:12]=3)=[CH:10][C:3]=12. The catalyst class is: 500. (8) Reactant: [Cl:1][C:2]1[N:11]=[CH:10][C:9]2[C:8](=O)[NH:7][CH:6]=[N:5][C:4]=2[CH:3]=1.CN(C)C1C=CC=CC=1.P(Cl)(Cl)([Cl:24])=O. Product: [Cl:24][C:8]1[C:9]2[CH:10]=[N:11][C:2]([Cl:1])=[CH:3][C:4]=2[N:5]=[CH:6][N:7]=1. The catalyst class is: 4.